Task: Regression. Given two drug SMILES strings and cell line genomic features, predict the synergy score measuring deviation from expected non-interaction effect.. Dataset: Merck oncology drug combination screen with 23,052 pairs across 39 cell lines Drug 1: CC(C)CC(NC(=O)C(Cc1ccccc1)NC(=O)c1cnccn1)B(O)O. Drug 2: CCc1cnn2c(NCc3ccc[n+]([O-])c3)cc(N3CCCCC3CCO)nc12. Cell line: UWB1289. Synergy scores: synergy=-38.9.